From a dataset of Full USPTO retrosynthesis dataset with 1.9M reactions from patents (1976-2016). Predict the reactants needed to synthesize the given product. (1) Given the product [Cl:13][C:14]1[CH:19]=[C:18]([F:20])[CH:17]=[CH:16][C:15]=1[C:2]1[C:3]2[N:4]([N:9]=[C:10]([NH2:12])[N:11]=2)[CH:5]=[C:6]([CH3:8])[CH:7]=1, predict the reactants needed to synthesize it. The reactants are: Br[C:2]1[C:3]2[N:4]([N:9]=[C:10]([NH2:12])[N:11]=2)[CH:5]=[C:6]([CH3:8])[CH:7]=1.[Cl:13][C:14]1[CH:19]=[C:18]([F:20])[CH:17]=[CH:16][C:15]=1B(O)O. (2) Given the product [CH3:1][O:2][C:3](=[O:30])[CH2:4][C@H:5]1[C:9]2[CH:10]=[CH:11][C:12]([O:14][C@H:15]3[C:23]4[C:18](=[C:19]([CH2:28][N:32]5[CH2:33][CH2:34][C:35]6[C:40](=[CH:39][CH:38]=[CH:37][CH:36]=6)[CH2:31]5)[C:20]([C:24]([F:27])([F:26])[F:25])=[CH:21][CH:22]=4)[CH2:17][CH2:16]3)=[CH:13][C:8]=2[O:7][CH2:6]1, predict the reactants needed to synthesize it. The reactants are: [CH3:1][O:2][C:3](=[O:30])[CH2:4][C@H:5]1[C:9]2[CH:10]=[CH:11][C:12]([O:14][C@H:15]3[C:23]4[C:18](=[C:19]([CH2:28]Br)[C:20]([C:24]([F:27])([F:26])[F:25])=[CH:21][CH:22]=4)[CH2:17][CH2:16]3)=[CH:13][C:8]=2[O:7][CH2:6]1.[CH:31]1[C:40]2[C:35](=[CH:36][CH:37]=[CH:38][CH:39]=2)[CH2:34][CH2:33][N:32]=1. (3) Given the product [CH3:1][C@:2]1([NH:20][C:21](=[O:27])[O:22][C:23]([CH3:26])([CH3:25])[CH3:24])[CH2:6][CH2:5][N:4]([C@@H:7]([C:12]2[CH:13]=[N:14][C:15]([NH:18]/[N:19]=[CH:42]/[C:39]3[CH:38]=[CH:37][C:36]4[C:41](=[C:32]([O:31][CH:28]([CH3:30])[CH3:29])[CH:33]=[CH:34][CH:35]=4)[N:40]=3)=[CH:16][CH:17]=2)[C:8]([F:9])([F:10])[F:11])[CH2:3]1, predict the reactants needed to synthesize it. The reactants are: [CH3:1][C@:2]1([NH:20][C:21](=[O:27])[O:22][C:23]([CH3:26])([CH3:25])[CH3:24])[CH2:6][CH2:5][N:4]([C@@H:7]([C:12]2[CH:13]=[N:14][C:15]([NH:18][NH2:19])=[CH:16][CH:17]=2)[C:8]([F:11])([F:10])[F:9])[CH2:3]1.[CH:28]([O:31][C:32]1[CH:33]=[CH:34][CH:35]=[C:36]2[C:41]=1[N:40]=[C:39]([CH:42]=O)[CH:38]=[CH:37]2)([CH3:30])[CH3:29]. (4) Given the product [CH3:1][N:2]1[CH:6]=[C:5]([CH2:7][C:8]([OH:10])=[O:9])[C:4]([O:12][CH2:13][C:14]2[CH:15]=[N:16][C:17]([O:20][CH2:21][C:22]3[N:23]=[C:24]([C:28]4[CH:29]=[CH:30][CH:31]=[CH:32][CH:33]=4)[O:25][C:26]=3[CH3:27])=[CH:18][CH:19]=2)=[N:3]1, predict the reactants needed to synthesize it. The reactants are: [CH3:1][N:2]1[CH:6]=[C:5]([CH2:7][C:8]([O:10]C)=[O:9])[C:4]([O:12][CH2:13][C:14]2[CH:15]=[N:16][C:17]([O:20][CH2:21][C:22]3[N:23]=[C:24]([C:28]4[CH:33]=[CH:32][CH:31]=[CH:30][CH:29]=4)[O:25][C:26]=3[CH3:27])=[CH:18][CH:19]=2)=[N:3]1.[OH-].[Na+].O1CCCC1.Cl. (5) The reactants are: CC1C=CC(S(O[CH2:12][CH:13]2[O:18][C:17]3[CH:19]=[C:20]([F:24])[CH:21]=[C:22]([F:23])[C:16]=3[O:15][CH2:14]2)(=O)=O)=CC=1.[CH3:25][NH2:26]. Given the product [F:23][C:22]1[C:16]2[O:15][CH2:14][CH:13]([CH2:12][NH:26][CH3:25])[O:18][C:17]=2[CH:19]=[C:20]([F:24])[CH:21]=1, predict the reactants needed to synthesize it. (6) Given the product [C:1]([O:5][C:6](=[O:26])[NH:7][C:8]1[CH:13]=[C:12]([O:14][C:15]2[N:20]=[C:19]3[S:21][C:22]([NH:24][C:30]([CH:27]4[CH2:29][CH2:28]4)=[O:31])=[N:23][C:18]3=[CH:17][CH:16]=2)[CH:11]=[CH:10][C:9]=1[F:25])([CH3:4])([CH3:2])[CH3:3], predict the reactants needed to synthesize it. The reactants are: [C:1]([O:5][C:6](=[O:26])[NH:7][C:8]1[CH:13]=[C:12]([O:14][C:15]2[N:20]=[C:19]3[S:21][C:22]([NH2:24])=[N:23][C:18]3=[CH:17][CH:16]=2)[CH:11]=[CH:10][C:9]=1[F:25])([CH3:4])([CH3:3])[CH3:2].[CH:27]1([C:30](Cl)=[O:31])[CH2:29][CH2:28]1.O.